Dataset: Full USPTO retrosynthesis dataset with 1.9M reactions from patents (1976-2016). Task: Predict the reactants needed to synthesize the given product. (1) The reactants are: [CH2:1]([N:3]1[CH:7]=[CH:6][N:5]=[CH:4]1)[CH3:2].[CH2:8]([O:10][P:11]([O-:15])[O:12]CC)C. Given the product [CH3:1][P:11](=[O:15])([O-:12])[OH:10].[CH2:1]([N+:3]1[CH:7]=[CH:6][N:5]([CH3:8])[CH:4]=1)[CH3:2], predict the reactants needed to synthesize it. (2) Given the product [C:16]([Si:5]([CH2:7][CH:8]([CH3:10])[CH3:9])([CH2:1][CH:2]([CH3:4])[CH3:3])[Cl:6])([CH:18]([CH3:20])[CH3:19])([CH3:17])[CH3:15], predict the reactants needed to synthesize it. The reactants are: [CH2:1]([SiH:5]([CH2:7][CH:8]([CH3:10])[CH3:9])[Cl:6])[CH:2]([CH3:4])[CH3:3].[Cl-].[Al+3].[Cl-].[Cl-].[CH3:15][C:16](=[C:18]([CH3:20])[CH3:19])[CH3:17].C1(OC)C=CC=CC=1. (3) The reactants are: [N:1]1[C:10]2[C:5](=[CH:6][CH:7]=[CH:8][CH:9]=2)[N:4]=[CH:3][C:2]=1[N:11]1[CH2:22][CH2:21][C:14]2([NH:19][C:18](=[O:20])[CH2:17][CH2:16][CH2:15]2)[CH2:13][CH2:12]1.C1COCC1.[CH3:28][C:29]1[CH:36]=[CH:35][C:34]([CH3:37])=[CH:33][C:30]=1[CH2:31]Cl. Given the product [CH3:28][C:29]1[CH:36]=[CH:35][C:34]([CH3:37])=[CH:33][C:30]=1[CH2:31][N:19]1[C:14]2([CH2:21][CH2:22][N:11]([C:2]3[CH:3]=[N:4][C:5]4[C:10](=[CH:9][CH:8]=[CH:7][CH:6]=4)[N:1]=3)[CH2:12][CH2:13]2)[CH2:15][CH2:16][CH2:17][C:18]1=[O:20], predict the reactants needed to synthesize it. (4) Given the product [CH3:9][CH2:8][CH2:7][N:10]([CH2:11][CH2:12][C:13]1[CH:14]=[CH:15][CH:16]=[C:17]2[NH:23][C:20](=[O:21])[CH2:19][C:18]=12)[CH2:26][CH2:27][CH3:28].[ClH:5], predict the reactants needed to synthesize it. The reactants are: OO.[OH-].[Na+].[ClH:5].Cl.[CH2:7]([N:10]([CH2:26][CH2:27][CH3:28])[CH2:11][CH2:12][C:13]1[C:18]([CH2:19][C:20](O)=[O:21])=[C:17]([N+:23]([O-])=O)[CH:16]=[CH:15][CH:14]=1)[CH2:8][CH3:9].